This data is from Tox21: 12 toxicity assays (nuclear receptors and stress response pathways). The task is: Binary classification across 12 toxicity assays. The drug is ClC1=C(Cl)[C@@]2(Cl)[C@H]3[C@H](CC(Cl)[C@@H]3Cl)C1(Cl)C2(Cl)Cl. It tested positive (active) for: SR-ARE (Antioxidant Response Element (oxidative stress)), SR-HSE (Heat Shock Element response), and SR-MMP (Mitochondrial Membrane Potential disruption).